This data is from Experimentally validated miRNA-target interactions with 360,000+ pairs, plus equal number of negative samples. The task is: Binary Classification. Given a miRNA mature sequence and a target amino acid sequence, predict their likelihood of interaction. (1) The miRNA is mmu-miR-452-5p with sequence UGUUUGCAGAGGAAACUGAGAC. The protein sequence of the target gene is MDHKPLLQERPPAYNLEAGQGDYACGPHGYGAIPAAPPPPPYPYLVTGIPTHHPRVYNIHSRTVTRYPANSIVVVGGCPVCRVGVLEDCFTFLGIFLAIILFPFGFICCFALRKRRCPNCGATFA. Result: 0 (no interaction). (2) The miRNA is rno-miR-29c-3p with sequence UAGCACCAUUUGAAAUCGGUUA. The protein sequence of the target gene is MSSTPHDPFYSSPFGPFYRRHTPYMVQPEYRIYEMNKRLQSRTEDSDNLWWDAFATEFFEDDATLTLSFCLEDGPKRYTIGRTLIPRYFSTVFEGGVTDLYYILKHSKESYHNSSITVDCDQCAMVTQHGKPMFTKVCTEGRLILEFTFDDLMRIKTWHFTIRQYRELVPRSILAMHAQDPQVLDQLSKNITRMGLTNFTLNYLRLCVILEPMQELMSRHKTYNLSPRDCLKTCLFQKWQRMVAPPAEPTRQPTTKRRKRKNSTSSTSNSSAGNTTNSAGSKKKTPAASLSLATQVPDVM.... Result: 0 (no interaction). (3) The miRNA is hsa-miR-578 with sequence CUUCUUGUGCUCUAGGAUUGU. The protein sequence of the target gene is MAANATTNPSQLLPLELVDKCIGSRIHIVMKSDKEIVGTLLGFDDFVNMVLEDVTEFEITPEGRRITKLDQILLNGNNITMLVPGGEGPEV. Result: 1 (interaction). (4) The miRNA is mmu-miR-669i with sequence UGCAUAUACACACAUGCAUAC. The protein sequence of the target gene is MDDEDGRCLLDVICDPQALNDFLHGSEKLDSDDLLDNPGEAQSAFYEGPGLHVQEASGNHLNPEPNQPAPSVDLDFLEDDILGSPATGGGGGGSGGADQPCDILQQSLQEANITEQTLEAEAELDLGPFQLPTLQPADGGAGPTGAGGAAAVAAGPQALFPGSTDLLGLQGPPTVLTHQALVPPQDVVNKALSVQPFLQPVGLGNVTLQPIPGLQGLPNGSPGGATAATLGLAPIQVVGQPVMALNTPTSQLLAKQVPVSGYLASAAGPSEPVTLASAGVSPQGAGLVIQKNLSAAVATT.... Result: 0 (no interaction). (5) The miRNA is hsa-miR-3682-3p with sequence UGAUGAUACAGGUGGAGGUAG. The protein sequence of the target gene is MAHLKRLVKLHIKRHYHRKFWKLGAVIFFFLVVLILMQREVSVQYSKEESKMERNLKNKNKMLDFMLEAVNNIKDAMPKMQIGAPIKENIDVRERPCLQGYYTAAELKPVFDRPPQDSNAPGASGKPFKITHLSPEEQKEKERGETKHCFNAFASDRISLHRDLGPDTRPPECIEQKFKRCPPLPTTSVIIVFHNEAWSTLLRTVHSVLYSSPAILLKEIILVDDASVDDYLHEKLEEYIKQFSIVKIVRQQERKGLITARLLGAAVATAETLTFLDAHCECFYGWLEPLLARIAENYTA.... Result: 0 (no interaction). (6) The miRNA is hsa-miR-2467-5p with sequence UGAGGCUCUGUUAGCCUUGGCUC. The protein sequence of the target gene is MAAGTSNYWEDLRKQARQLENELDLKLVSFSKLCTSYSHSGSRDGGRDRYSSDTTPLLNGSSQDRMFETMAIEIEQLLARLTGVNDKMAEYTHSAGVPSLNAALMHTLQRHRDILQDYTHEFHKTKANFTAIRERENLMGSVRKDIESYKSGSGVNNRRTELFLKEHDHLRNSDRLIEETISIAMATKENMTSQRGMLKSIHSKMNTLANRFPAVNSLIQRINLRKRRDSLILGGVIGICTILLLLYAFH. Result: 0 (no interaction). (7) The miRNA is hsa-miR-548ah-3p with sequence CAAAAACUGCAGUUACUUUUGC. The protein sequence of the target gene is MSAQAQMRALLDQLMGTARDGDETRQRVKFTDDRVCKSHLLDCCPHDILAGTRMDLGECTKIHDLALRADYEIASKERDLFFELDAMDHLESFIAECDRRTELAKKRLAETQEEISAEVSAKAEKVHELNEEIGKLLAKAEQLGAEGNVDESQKILMEVEKVRAKKKEAEEEYRNSMPASSFQQQKLRVCEVCSAYLGLHDNDRRLADHFGGKLHLGFIQIREKLDQLRKTVAEKQEKRNQDRLRRREEREREERLGRRSGSRTRDRRRSRSRDRRRRRSRSTSRERRKFSRSRSRDRYR.... Result: 0 (no interaction). (8) The miRNA is hsa-miR-193b-5p with sequence CGGGGUUUUGAGGGCGAGAUGA. The protein sequence of the target gene is MAERKGTAKVDFLKKIEKEIQQKWDTERVFEVNASNLEKQTSKGKYFVTFPYPYMNGRLHLGHTFSLSKCEFAVGYQRLKGKCCLFPFGLHCTGMPIKACADKLKREIELYGCPPDFPDEEEEEEETSVKTEDIIIKDKAKGKKSKAAAKAGSSKYQWGIMKSLGLSDEEIVKFSEAEHWLDYFPPLAIQDLKRMGLKVDWRRSFITTDVNPYYDSFVRWQFLTLRERNKIKFGKRYTIYSPKDGQPCMDHDRQTGEGVGPQEYTLLKLKVLEPYPSKLSGLKGKNIFLVAATLRPETMF.... Result: 1 (interaction).